From a dataset of Full USPTO retrosynthesis dataset with 1.9M reactions from patents (1976-2016). Predict the reactants needed to synthesize the given product. (1) Given the product [ClH:1].[Cl:1][C:2]1[CH:7]=[CH:6][C:5]([C:8]2[S:9][C:10]3[C:11](=[O:31])[N:12]([C:17]4[CH:22]=[CH:21][C:20]([O:23][CH:24]5[CH2:25][N:26]([CH3:28])[CH2:27]5)=[C:19]([O:29][CH3:30])[CH:18]=4)[CH2:13][CH2:14][C:15]=3[N:16]=2)=[CH:4][CH:3]=1, predict the reactants needed to synthesize it. The reactants are: [Cl:1][C:2]1[CH:7]=[CH:6][C:5]([C:8]2[S:9][C:10]3[C:11](=[O:31])[N:12]([C:17]4[CH:22]=[CH:21][C:20]([O:23][CH:24]5[CH2:27][N:26]([CH3:28])[CH2:25]5)=[C:19]([O:29][CH3:30])[CH:18]=4)[CH2:13][CH2:14][C:15]=3[N:16]=2)=[CH:4][CH:3]=1.Cl.C(OCC)C. (2) The reactants are: Br[CH:2]1[C:7](=O)[CH2:6][CH2:5][CH2:4][CH:3]1[C:9]([O:11][CH3:12])=[O:10].[NH2:13][C:14]([NH2:16])=[S:15]. Given the product [NH2:16][C:14]1[S:15][C:2]2[CH:3]([C:9]([O:11][CH3:12])=[O:10])[CH2:4][CH2:5][CH2:6][C:7]=2[N:13]=1, predict the reactants needed to synthesize it. (3) Given the product [OH:3][C:1]([C:4]1[S:8][C:7]([C:9]([OH:11])=[O:10])=[CH:6][CH:5]=1)([CH3:12])[CH3:2], predict the reactants needed to synthesize it. The reactants are: [C:1]([C:4]1[S:8][C:7]([C:9]([OH:11])=[O:10])=[CH:6][CH:5]=1)(=[O:3])[CH3:2].[CH3:12][Mg]Br.C(O)(=O)CC(CC(O)=O)(C(O)=O)O. (4) Given the product [Br:1][C:2]1[C:7]2[C:8]3[CH:14]=[C:13]([C:15]4[CH:16]=[N:17][N:18]([CH3:20])[CH:19]=4)[CH:12]=[N:11][C:9]=3[N:10]([CH2:26][O:27][CH2:28][CH2:29][Si:30]([CH3:33])([CH3:32])[CH3:31])[C:6]=2[CH:5]=[N:4][C:3]=1[C:21]#[N:22], predict the reactants needed to synthesize it. The reactants are: [Br:1][C:2]1[C:7]2[C:8]3[CH:14]=[C:13]([C:15]4[CH:16]=[N:17][N:18]([CH3:20])[CH:19]=4)[CH:12]=[N:11][C:9]=3[NH:10][C:6]=2[CH:5]=[N:4][C:3]=1[C:21]#[N:22].[H-].[Na+].Cl[CH2:26][O:27][CH2:28][CH2:29][Si:30]([CH3:33])([CH3:32])[CH3:31]. (5) Given the product [C:26]([O:29][C:30]1[CH:39]=[C:38]([CH2:40][NH:21][C:19]([C:12]2[C:10]3[O:11][C:7]4[C@@:8]([CH3:24])([C:22](=[O:23])[C:4]([C:1](=[O:3])[CH3:2])=[C:5]([OH:25])[CH:6]=4)[C:9]=3[C:15]([OH:16])=[CH:14][C:13]=2[O:17][CH3:18])=[O:20])[C:37]2[C:32](=[CH:33][CH:34]=[CH:35][CH:36]=2)[CH:31]=1)(=[O:28])[CH3:27], predict the reactants needed to synthesize it. The reactants are: [C:1]([C:4]1[C:22](=[O:23])[C@@:8]2([CH3:24])[C:9]3[C:15]([OH:16])=[CH:14][C:13]([O:17][CH3:18])=[C:12]([C:19]([NH2:21])=[O:20])[C:10]=3[O:11][C:7]2=[CH:6][C:5]=1[OH:25])(=[O:3])[CH3:2].[C:26]([O:29][C:30]1[CH:39]=[C:38]([CH:40]=O)[C:37]2[C:32](=[CH:33][CH:34]=[CH:35][CH:36]=2)[CH:31]=1)(=[O:28])[CH3:27].C([SiH](CC)CC)C.FC(F)(F)C(O)=O.